The task is: Predict the reactants needed to synthesize the given product.. This data is from Full USPTO retrosynthesis dataset with 1.9M reactions from patents (1976-2016). (1) Given the product [C:31]([C:16]1[CH:17]=[C:18]([C:21]2[CH:22]=[C:23]([CH:28]=[CH:29][N:30]=2)[C:24]([O:26][CH3:27])=[O:25])[CH:19]=[CH:20][C:15]=1[C:12]1[CH:13]=[CH:14][C:9]([OH:8])=[C:10]([C:33]#[N:34])[CH:11]=1)#[N:32], predict the reactants needed to synthesize it. The reactants are: C([O:8][C:9]1[CH:14]=[CH:13][C:12]([C:15]2[CH:20]=[CH:19][C:18]([C:21]3[CH:22]=[C:23]([CH:28]=[CH:29][N:30]=3)[C:24]([O:26][CH3:27])=[O:25])=[CH:17][C:16]=2[C:31]#[N:32])=[CH:11][C:10]=1[C:33]#[N:34])C1C=CC=CC=1.B(O)(O)O.C(C1C=C(C2C=C(C=CN=2)C(OC)=O)C=CC=1OS(C(F)(F)F)(=O)=O)#N.[H][H]. (2) Given the product [CH:5]1([C:3](=[O:4])[CH2:12][C:11]#[N:13])[CH2:10][CH2:9][CH2:8][CH2:7][CH2:6]1, predict the reactants needed to synthesize it. The reactants are: CO[C:3]([CH:5]1[CH2:10][CH2:9][CH2:8][CH2:7][CH2:6]1)=[O:4].[C:11](#[N:13])[CH3:12].